From a dataset of Forward reaction prediction with 1.9M reactions from USPTO patents (1976-2016). Predict the product of the given reaction. Given the reactants Br[C:2]1[CH:10]=[C:9]2[C:5]([C:6]([NH2:11])=[N:7][NH:8]2)=[CH:4][CH:3]=1.[CH2:12]([O:14][C:15]([C:17]1[CH:18]=[C:19](B(O)O)[CH:20]=[CH:21][CH:22]=1)=[O:16])[CH3:13], predict the reaction product. The product is: [NH2:11][C:6]1[C:5]2[C:9](=[CH:10][C:2]([C:21]3[CH:22]=[C:17]([CH:18]=[CH:19][CH:20]=3)[C:15]([O:14][CH2:12][CH3:13])=[O:16])=[CH:3][CH:4]=2)[NH:8][N:7]=1.